Dataset: Catalyst prediction with 721,799 reactions and 888 catalyst types from USPTO. Task: Predict which catalyst facilitates the given reaction. Reactant: [F:1][C:2]1[CH:3]=[CH:4][C:5]([N+:9]([O-:11])=[O:10])=[C:6]([OH:8])[CH:7]=1.[CH2:12](I)[CH3:13].C(=O)([O-])[O-].[K+].[K+]. Product: [F:1][C:2]1[CH:3]=[CH:4][C:5]([N+:9]([O-:11])=[O:10])=[C:6]([O:8][CH2:12][CH3:13])[CH:7]=1. The catalyst class is: 9.